Dataset: Forward reaction prediction with 1.9M reactions from USPTO patents (1976-2016). Task: Predict the product of the given reaction. Given the reactants [C:1]([N:8]1[CH2:11][C:10](=[O:12])[CH2:9]1)([O:3][C:4]([CH3:7])([CH3:6])[CH3:5])=[O:2].[CH3:13][C:14]([C:16]#[C:17][CH2:18][CH3:19])=[CH2:15], predict the reaction product. The product is: [CH2:18]([C:17]1[C:10](=[O:12])[CH2:9][N:8]([C:1]([O:3][C:4]([CH3:7])([CH3:6])[CH3:5])=[O:2])[CH2:11][C:16]=1[C:14]([CH3:13])=[CH2:15])[CH3:19].